This data is from Full USPTO retrosynthesis dataset with 1.9M reactions from patents (1976-2016). The task is: Predict the reactants needed to synthesize the given product. (1) Given the product [C:35]1([C:11]2[CH:16]=[CH:15][CH:14]=[CH:13][CH:12]=2)[CH:34]=[CH:33][C:32]([C:30]2[O:31][C:27]([CH3:26])=[C:28]([CH2:44][CH2:45][O:46][C:21]3[CH:20]=[CH:19][C:18]([CH2:17][C:5]([O:10][C:11]4[CH:16]=[CH:15][CH:14]=[CH:13][CH:12]=4)([CH2:6][CH2:7][CH2:8][CH3:9])[C:4]([OH:3])=[O:25])=[CH:23][CH:22]=3)[N:29]=2)=[CH:37][CH:36]=1, predict the reactants needed to synthesize it. The reactants are: C([O:3][C:4](=[O:25])[C:5]([CH2:17][C:18]1[CH:23]=[CH:22][C:21](O)=[CH:20][CH:19]=1)([O:10][C:11]1[CH:16]=[CH:15][CH:14]=[CH:13][CH:12]=1)[CH2:6][CH2:7][CH2:8][CH3:9])C.[CH3:26][C:27]1[O:31][C:30]([C:32]2[CH:37]=[CH:36][CH:35]=[CH:34][C:33]=2C2C=CC=CC=2)=[N:29][C:28]=1[CH2:44][CH2:45][O:46]S(C1C=CC(C)=CC=1)(=O)=O.C([O-])([O-])=O.[K+].[K+].[OH-].[Na+]. (2) Given the product [C:4]([O:3][C:1]([NH:8][C@@H:9]([C@@H:10]([O:11][Si:24]([C:27]([CH3:28])([CH3:29])[CH3:30])([CH3:25])[CH3:26])[CH3:12])[C:13](=[O:15])[S:37][C:31]1[CH:36]=[CH:35][CH:34]=[CH:33][CH:32]=1)=[O:2])([CH3:5])([CH3:6])[CH3:7], predict the reactants needed to synthesize it. The reactants are: [C:1]([NH:8][C@H:9]([C:13]([OH:15])=O)[C@H:10]([CH3:12])[OH:11])([O:3][C:4]([CH3:7])([CH3:6])[CH3:5])=[O:2].O([Si:24]([C:27]([CH3:30])([CH3:29])[CH3:28])([CH3:26])[CH3:25])S(C(F)(F)F)(=O)=O.[C:31]1([SH:37])[CH:36]=[CH:35][CH:34]=[CH:33][CH:32]=1.ON1C2C=CC=CC=2N=N1. (3) Given the product [Cl:24][CH2:23][CH2:22][CH2:21][CH2:20][C:8]([CH2:7][C:6]1[CH:5]=[CH:4][C:3]([C:2]([F:15])([F:16])[F:1])=[CH:14][CH:13]=1)([C:11]#[N:12])[C:9]#[N:10], predict the reactants needed to synthesize it. The reactants are: [F:1][C:2]([F:16])([F:15])[C:3]1[CH:14]=[CH:13][C:6]([CH2:7][CH:8]([C:11]#[N:12])[C:9]#[N:10])=[CH:5][CH:4]=1.[H-].[Na+].Br[CH2:20][CH2:21][CH2:22][CH2:23][Cl:24].